This data is from Full USPTO retrosynthesis dataset with 1.9M reactions from patents (1976-2016). The task is: Predict the reactants needed to synthesize the given product. Given the product [C:17]([C:21]1[CH:22]=[CH:23][C:24]([NH:25][C:12](=[O:14])[C:11]2[CH:15]=[CH:16][C:8]([C:3]3[CH:4]=[CH:5][CH:6]=[CH:7][C:2]=3[Cl:1])=[N:9][CH:10]=2)=[CH:26][CH:27]=1)([CH3:20])([CH3:18])[CH3:19], predict the reactants needed to synthesize it. The reactants are: [Cl:1][C:2]1[CH:7]=[CH:6][CH:5]=[CH:4][C:3]=1[C:8]1[CH:16]=[CH:15][C:11]([C:12]([OH:14])=O)=[CH:10][N:9]=1.[C:17]([C:21]1[CH:27]=[CH:26][C:24]([NH2:25])=[CH:23][CH:22]=1)([CH3:20])([CH3:19])[CH3:18].CN([P+](ON1N=NC2C=CC=CC1=2)(N(C)C)N(C)C)C.F[P-](F)(F)(F)(F)F.C(N(CC)CC)C.